Dataset: NCI-60 drug combinations with 297,098 pairs across 59 cell lines. Task: Regression. Given two drug SMILES strings and cell line genomic features, predict the synergy score measuring deviation from expected non-interaction effect. (1) Drug 1: C1=C(C(=O)NC(=O)N1)F. Drug 2: CC1=C(C=C(C=C1)NC(=O)C2=CC=C(C=C2)CN3CCN(CC3)C)NC4=NC=CC(=N4)C5=CN=CC=C5. Cell line: MDA-MB-435. Synergy scores: CSS=31.2, Synergy_ZIP=3.39, Synergy_Bliss=4.78, Synergy_Loewe=0.648, Synergy_HSA=3.92. (2) Drug 1: CC1C(C(CC(O1)OC2CC(CC3=C2C(=C4C(=C3O)C(=O)C5=C(C4=O)C(=CC=C5)OC)O)(C(=O)C)O)N)O.Cl. Drug 2: B(C(CC(C)C)NC(=O)C(CC1=CC=CC=C1)NC(=O)C2=NC=CN=C2)(O)O. Cell line: NCI-H522. Synergy scores: CSS=10.7, Synergy_ZIP=-6.18, Synergy_Bliss=-4.40, Synergy_Loewe=-1.33, Synergy_HSA=-2.73. (3) Drug 1: CC1=C2C(C(=O)C3(C(CC4C(C3C(C(C2(C)C)(CC1OC(=O)C(C(C5=CC=CC=C5)NC(=O)OC(C)(C)C)O)O)OC(=O)C6=CC=CC=C6)(CO4)OC(=O)C)O)C)O. Drug 2: CCC1(C2=C(COC1=O)C(=O)N3CC4=CC5=C(C=CC(=C5CN(C)C)O)N=C4C3=C2)O.Cl. Cell line: RXF 393. Synergy scores: CSS=15.9, Synergy_ZIP=-6.85, Synergy_Bliss=-5.12, Synergy_Loewe=-5.07, Synergy_HSA=-2.33. (4) Drug 2: COC1=NC(=NC2=C1N=CN2C3C(C(C(O3)CO)O)O)N. Drug 1: C1C(C(OC1N2C=C(C(=O)NC2=O)F)CO)O. Synergy scores: CSS=10.7, Synergy_ZIP=-4.58, Synergy_Bliss=0.782, Synergy_Loewe=-18.8, Synergy_HSA=-1.12. Cell line: SNB-75. (5) Drug 1: CC1=C2C(C(=O)C3(C(CC4C(C3C(C(C2(C)C)(CC1OC(=O)C(C(C5=CC=CC=C5)NC(=O)C6=CC=CC=C6)O)O)OC(=O)C7=CC=CC=C7)(CO4)OC(=O)C)O)C)OC(=O)C. Drug 2: CC1=C2C(C(=O)C3(C(CC4C(C3C(C(C2(C)C)(CC1OC(=O)C(C(C5=CC=CC=C5)NC(=O)OC(C)(C)C)O)O)OC(=O)C6=CC=CC=C6)(CO4)OC(=O)C)O)C)O. Cell line: NCI/ADR-RES. Synergy scores: CSS=0.919, Synergy_ZIP=-0.765, Synergy_Bliss=-4.34, Synergy_Loewe=-4.83, Synergy_HSA=-4.51. (6) Drug 1: CC1=C(C=C(C=C1)C(=O)NC2=CC(=CC(=C2)C(F)(F)F)N3C=C(N=C3)C)NC4=NC=CC(=N4)C5=CN=CC=C5. Drug 2: COCCOC1=C(C=C2C(=C1)C(=NC=N2)NC3=CC=CC(=C3)C#C)OCCOC.Cl. Cell line: A498. Synergy scores: CSS=15.0, Synergy_ZIP=0.959, Synergy_Bliss=3.23, Synergy_Loewe=-4.09, Synergy_HSA=0.689. (7) Cell line: U251. Drug 1: CC12CCC(CC1=CCC3C2CCC4(C3CC=C4C5=CN=CC=C5)C)O. Drug 2: C1CN1P(=S)(N2CC2)N3CC3. Synergy scores: CSS=17.8, Synergy_ZIP=-6.58, Synergy_Bliss=-3.64, Synergy_Loewe=-5.05, Synergy_HSA=-1.99.